From a dataset of Catalyst prediction with 721,799 reactions and 888 catalyst types from USPTO. Predict which catalyst facilitates the given reaction. (1) Reactant: [C:1]([O:5][C:6](=[O:30])[CH2:7][CH:8]([N:11]1[C:17](=[O:18])[CH2:16][CH2:15][N:14]([C:19](=[O:29])/[CH:20]=[CH:21]/[C:22]2[CH:27]=[CH:26][CH:25]=[C:24]([Cl:28])[CH:23]=2)[CH2:13][CH2:12]1)[CH2:9][OH:10])([CH3:4])([CH3:3])[CH3:2].I[CH3:32].[H-].[Na+].OS([O-])(=O)=O.[K+]. Product: [C:1]([O:5][C:6](=[O:30])[CH2:7][CH:8]([N:11]1[C:17](=[O:18])[CH2:16][CH2:15][N:14]([C:19](=[O:29])/[CH:20]=[CH:21]/[C:22]2[CH:27]=[CH:26][CH:25]=[C:24]([Cl:28])[CH:23]=2)[CH2:13][CH2:12]1)[CH2:9][O:10][CH3:32])([CH3:4])([CH3:2])[CH3:3]. The catalyst class is: 3. (2) Reactant: [CH3:1][C:2]1[CH:17]=[CH:16][C:5]([CH2:6][C:7]2[C:12]3[S:13][CH:14]=[CH:15][C:11]=3[CH:10]=[CH:9][CH:8]=2)=[CH:4][CH:3]=1.C([Li])CCC.[CH2:23]([O:30][C@@H:31]1[C@@H:37]([O:38][CH2:39][C:40]2[CH:45]=[CH:44][CH:43]=[CH:42][CH:41]=2)[C@H:36]([O:46][CH2:47][C:48]2[CH:53]=[CH:52][CH:51]=[CH:50][CH:49]=2)[C@@H:35]([CH2:54][O:55][CH2:56][C:57]2[CH:62]=[CH:61][CH:60]=[CH:59][CH:58]=2)[O:34][C:32]1=[O:33])[C:24]1[CH:29]=[CH:28][CH:27]=[CH:26][CH:25]=1.[Cl-].[NH4+]. Product: [CH2:23]([O:30][C@@H:31]1[C@@H:37]([O:38][CH2:39][C:40]2[CH:45]=[CH:44][CH:43]=[CH:42][CH:41]=2)[C@H:36]([O:46][CH2:47][C:48]2[CH:49]=[CH:50][CH:51]=[CH:52][CH:53]=2)[C@@H:35]([CH2:54][O:55][CH2:56][C:57]2[CH:58]=[CH:59][CH:60]=[CH:61][CH:62]=2)[O:34][C:32]1([C:14]1[S:13][C:12]2[C:7]([CH2:6][C:5]3[CH:4]=[CH:3][C:2]([CH3:1])=[CH:17][CH:16]=3)=[CH:8][CH:9]=[CH:10][C:11]=2[CH:15]=1)[OH:33])[C:24]1[CH:25]=[CH:26][CH:27]=[CH:28][CH:29]=1. The catalyst class is: 7. (3) Reactant: [F:1][C:2]1[CH:3]=[C:4]([CH:8]=[CH:9][C:10]=1[C:11]([F:14])([F:13])[F:12])[C:5]([OH:7])=O.C(Cl)(=O)C(Cl)=O.[NH2:21][C:22]([CH3:26])([CH3:25])[CH2:23][OH:24]. Product: [F:1][C:2]1[CH:3]=[C:4]([CH:8]=[CH:9][C:10]=1[C:11]([F:14])([F:13])[F:12])[C:5]([NH:21][C:22]([CH3:26])([CH3:25])[CH2:23][OH:24])=[O:7]. The catalyst class is: 59. (4) Reactant: [Cl:1][C:2]1[CH:10]=[CH:9][CH:8]=[C:7]2[C:3]=1[CH:4](O)[C:5]([CH3:16])([CH3:15])[CH:6]2[O:11][C:12](=[O:14])[CH3:13].[NH:18]1[CH:22]=[C:21]([C:23]([O:25][CH3:26])=[O:24])[N:20]=[CH:19]1.C1(P(C2C=CC=CC=2)C2C=CC=CC=2)C=CC=CC=1.N(C(OC(C)(C)C)=O)=NC(OC(C)(C)C)=O.Cl.O1CCOCC1. Product: [CH3:26][O:25][C:23]([C:21]1[N:20]([CH:4]2[C:3]3[C:7](=[CH:8][CH:9]=[CH:10][C:2]=3[Cl:1])[CH:6]([O:11][C:12](=[O:14])[CH3:13])[C:5]2([CH3:16])[CH3:15])[CH:19]=[N:18][CH:22]=1)=[O:24]. The catalyst class is: 1. (5) Product: [N+:1]([C:4]1[CH:8]=[CH:7][N:6]([CH2:12][CH2:13][CH:14]([CH3:16])[CH3:15])[N:5]=1)([O-:3])=[O:2]. Reactant: [N+:1]([C:4]1[CH:8]=[CH:7][NH:6][N:5]=1)([O-:3])=[O:2].[H-].[Na+].Br[CH2:12][CH2:13][CH:14]([CH3:16])[CH3:15]. The catalyst class is: 42. (6) Reactant: Br[CH2:2][C:3]([C:5]1[CH:10]=[CH:9][CH:8]=[CH:7][CH:6]=1)=[O:4].[Br:11][C:12]1[CH:17]=[CH:16][C:15]([C@@H:18]([NH2:20])[CH3:19])=[CH:14][CH:13]=1.CCN(CC)CC. Product: [Br:11][C:12]1[CH:17]=[CH:16][C:15]([C@@H:18]([NH:20][CH2:2][C:3]([C:5]2[CH:10]=[CH:9][CH:8]=[CH:7][CH:6]=2)=[O:4])[CH3:19])=[CH:14][CH:13]=1. The catalyst class is: 1. (7) Reactant: Cl.[Cl:2][C:3]1[CH2:4][CH:5]2[CH:26]([NH:27]S(C(C)(C)C)=O)[CH:8]([CH2:9][C:10]=1/[CH:11]=[CH:12]/[C:13]1[CH:17]=[C:16]([C:18]3[CH:23]=[CH:22][C:21]([F:24])=[CH:20][CH:19]=3)[N:15]([CH3:25])[N:14]=1)[CH2:7][CH2:6]2. Product: [Cl:2][C:3]1[CH2:4][CH:5]2[CH:26]([NH2:27])[CH:8]([CH2:9][C:10]=1/[CH:11]=[CH:12]/[C:13]1[CH:17]=[C:16]([C:18]3[CH:19]=[CH:20][C:21]([F:24])=[CH:22][CH:23]=3)[N:15]([CH3:25])[N:14]=1)[CH2:7][CH2:6]2. The catalyst class is: 5. (8) Reactant: [F:1][C:2]([F:13])([F:12])[CH2:3][O:4][C:5]1[CH:10]=[CH:9][CH:8]=[CH:7][C:6]=1Br.C1(C)C=CC=CC=1.[NH2:21][C:22]1[CH:23]=[C:24](B(O)O)[CH:25]=[CH:26][CH:27]=1.C(=O)([O-])[O-].[Na+].[Na+]. Product: [F:1][C:2]([F:13])([F:12])[CH2:3][O:4][C:5]1[CH:10]=[CH:9][CH:8]=[CH:7][C:6]=1[NH:21][C:22]1[CH:23]=[CH:24][CH:25]=[CH:26][CH:27]=1. The catalyst class is: 461. (9) Reactant: [C:1]1([C:7]2[N:8]=[CH:9][NH:10][CH:11]=2)[CH:6]=[CH:5][CH:4]=[CH:3][CH:2]=1.[I:12]N1C(=O)CCC1=O. Product: [I:12][C:11]1[NH:10][CH:9]=[N:8][C:7]=1[C:1]1[CH:2]=[CH:3][CH:4]=[CH:5][CH:6]=1. The catalyst class is: 2. (10) Reactant: [I-].[CH3:2][P+](C1C=CC=CC=1)(C1C=CC=CC=1)C1C=CC=CC=1.[CH3:22][O:23][C:24]([CH:26]1[CH2:30][C:29](=O)[CH2:28][N:27]1[C:32]([O:34][C:35]([CH3:38])([CH3:37])[CH3:36])=[O:33])=[O:25].CC(C)([O-])C.[K+].O. Product: [CH3:22][O:23][C:24]([CH:26]1[CH2:30][C:29](=[CH2:2])[CH2:28][N:27]1[C:32]([O:34][C:35]([CH3:38])([CH3:37])[CH3:36])=[O:33])=[O:25]. The catalyst class is: 1.